From a dataset of Forward reaction prediction with 1.9M reactions from USPTO patents (1976-2016). Predict the product of the given reaction. (1) Given the reactants [C:1]([O:5][C:6](=[O:41])[CH2:7][O:8][C:9]1[C:14]2[CH2:15][CH2:16][CH2:17][CH2:18][CH:19]([NH:20][S:21]([C:24]3[CH:29]=[CH:28][C:27]([C:30]4[CH:35]=[C:34]([CH3:36])[CH:33]=[C:32]([C:37]([CH3:40])([CH3:39])[CH3:38])[CH:31]=4)=[CH:26][N:25]=3)(=[O:23])=[O:22])[C:13]=2[CH:12]=[CH:11][CH:10]=1)([CH3:4])([CH3:3])[CH3:2].CI.[C:44]([O-])([O-])=O.[K+].[K+], predict the reaction product. The product is: [C:1]([O:5][C:6](=[O:41])[CH2:7][O:8][C:9]1[C:14]2[CH2:15][CH2:16][CH2:17][CH2:18][CH:19]([N:20]([S:21]([C:24]3[CH:29]=[CH:28][C:27]([C:30]4[CH:35]=[C:34]([CH3:36])[CH:33]=[C:32]([C:37]([CH3:40])([CH3:39])[CH3:38])[CH:31]=4)=[CH:26][N:25]=3)(=[O:23])=[O:22])[CH3:44])[C:13]=2[CH:12]=[CH:11][CH:10]=1)([CH3:4])([CH3:3])[CH3:2]. (2) Given the reactants ClC([O:4][C:5](Cl)(Cl)Cl)=O.[CH3:9][C:10]1[NH:14][N:13]=[C:12]([O:15][C:16]2[CH:21]=[CH:20][CH:19]=[C:18]([C:22]([F:25])([F:24])[F:23])[CH:17]=2)[CH:11]=1.Cl.[CH2:27]([O:29][NH2:30])[CH3:28].C(N(CC)CC)C, predict the reaction product. The product is: [CH2:27]([O:29][NH:30][C:5]([N:14]1[C:10]([CH3:9])=[CH:11][C:12]([O:15][C:16]2[CH:21]=[CH:20][CH:19]=[C:18]([C:22]([F:25])([F:23])[F:24])[CH:17]=2)=[N:13]1)=[O:4])[CH3:28]. (3) Given the reactants [C:1]([C:3]1[CH:8]=[CH:7][C:6]([S:9](Cl)(=[O:11])=[O:10])=[CH:5][CH:4]=1)#[N:2].[CH:13]1[CH:17]=[C:16]([CH2:18][NH2:19])[O:15][CH:14]=1.O, predict the reaction product. The product is: [C:1]([C:3]1[CH:8]=[CH:7][C:6]([S:9]([NH:19][CH2:18][C:16]2[O:15][CH:14]=[CH:13][CH:17]=2)(=[O:11])=[O:10])=[CH:5][CH:4]=1)#[N:2].